Dataset: Forward reaction prediction with 1.9M reactions from USPTO patents (1976-2016). Task: Predict the product of the given reaction. (1) Given the reactants [CH3:1][S:2]([C:5]1[CH:10]=[CH:9][C:8]([OH:11])=[CH:7][CH:6]=1)(=[O:4])=[O:3].C([O-])([O-])=O.[Cs+].[Cs+].[Br:18][CH2:19][CH2:20]Br, predict the reaction product. The product is: [CH3:1][S:2]([C:5]1[CH:10]=[CH:9][C:8]([O:11][CH2:20][CH2:19][Br:18])=[CH:7][CH:6]=1)(=[O:3])=[O:4]. (2) Given the reactants [OH:1][C:2]1[C:10]2[O:9][N:8]=[C:7]([CH3:11])[C:6]=2[CH:5]=[CH:4][CH:3]=1.[CH2:12](Br)[CH:13]=[CH2:14].C(=O)([O-])[O-].[K+].[K+].CN(C)C=O, predict the reaction product. The product is: [CH2:14]([O:1][C:2]1[C:10]2[O:9][N:8]=[C:7]([CH3:11])[C:6]=2[CH:5]=[CH:4][CH:3]=1)[CH:13]=[CH2:12]. (3) Given the reactants C1C=C[NH+]=CC=1.[Br:7][Br-]Br.[CH3:10][O:11][C:12]1[CH:13]=[C:14]2[C:19](=[CH:20][CH:21]=1)[C:18]([C:22]1[CH:35]=[CH:34][C:25]([O:26][CH2:27][CH2:28][N:29]3[CH2:33][CH2:32][CH2:31][CH2:30]3)=[CH:24][CH:23]=1)=[CH:17][CH2:16][CH2:15]2, predict the reaction product. The product is: [Br:7][C:17]1[CH2:16][CH2:15][C:14]2[C:19](=[CH:20][CH:21]=[C:12]([O:11][CH3:10])[CH:13]=2)[C:18]=1[C:22]1[CH:35]=[CH:34][C:25]([O:26][CH2:27][CH2:28][N:29]2[CH2:33][CH2:32][CH2:31][CH2:30]2)=[CH:24][CH:23]=1. (4) Given the reactants [CH3:1][C:2]1[CH:7]=[C:6]([CH3:8])[NH:5][C:4](=[O:9])[C:3]=1[CH2:10][NH:11][C:12]([C:14]1[C:15]2[CH:28]=[N:27][N:26]([CH:29]([CH3:31])[CH3:30])[C:16]=2[N:17]=[C:18]([C:20]2[CH2:21][CH2:22][NH:23][CH2:24][CH:25]=2)[CH:19]=1)=[O:13].CCN(CC)CC.[CH3:39][N:40]1[CH2:43][CH:42]([C:44](O)=[O:45])[CH2:41]1.C1CN([P+](ON2N=NC3C=CC=CC2=3)(N2CCCC2)N2CCCC2)CC1.F[P-](F)(F)(F)(F)F, predict the reaction product. The product is: [CH3:1][C:2]1[CH:7]=[C:6]([CH3:8])[NH:5][C:4](=[O:9])[C:3]=1[CH2:10][NH:11][C:12]([C:14]1[C:15]2[CH:28]=[N:27][N:26]([CH:29]([CH3:31])[CH3:30])[C:16]=2[N:17]=[C:18]([C:20]2[CH2:21][CH2:22][N:23]([C:44]([CH:42]3[CH2:43][N:40]([CH3:39])[CH2:41]3)=[O:45])[CH2:24][CH:25]=2)[CH:19]=1)=[O:13].